Dataset: Peptide-MHC class II binding affinity with 134,281 pairs from IEDB. Task: Regression. Given a peptide amino acid sequence and an MHC pseudo amino acid sequence, predict their binding affinity value. This is MHC class II binding data. The peptide sequence is VDSGAQLGELYYAIH. The MHC is DRB3_0202 with pseudo-sequence DRB3_0202. The binding affinity (normalized) is 0.125.